Task: Predict the reaction yield, written as a fraction of the theoretical maximum amount of product (1.0 means a 100% yield; for example, 0.34 means a 34% yield).. Dataset: Reaction yield outcomes from USPTO patents with 853,638 reactions The reactants are [OH:1][NH:2][C:3](=[O:28])[C@@H:4]([NH:10][C:11](=[O:27])[C:12]1[CH:17]=[CH:16][C:15]([C:18]#[C:19][C:20]#[C:21][C@@H:22]2[CH2:24][C@H:23]2[CH2:25][OH:26])=[CH:14][CH:13]=1)[C:5]([CH3:9])([S:7][CH3:8])[CH3:6].[OH:29]O. The catalyst is C(#N)C.O. The product is [OH:1][NH:2][C:3](=[O:28])[C@@H:4]([NH:10][C:11](=[O:27])[C:12]1[CH:13]=[CH:14][C:15]([C:18]#[C:19][C:20]#[C:21][C@@H:22]2[CH2:24][C@H:23]2[CH2:25][OH:26])=[CH:16][CH:17]=1)[C:5]([CH3:9])([S:7]([CH3:8])=[O:29])[CH3:6]. The yield is 0.900.